From a dataset of Forward reaction prediction with 1.9M reactions from USPTO patents (1976-2016). Predict the product of the given reaction. (1) The product is: [NH2:5][CH2:9][C@@H:10]([NH:18][C:19]([C:21]1[S:22][CH:23]=[C:24]([C:26]2[N:30]([CH3:31])[N:29]=[N:28][C:27]=2[Cl:39])[CH:25]=1)=[O:20])[CH2:11][CH:12]1[CH2:17][CH2:16][CH2:15][CH2:14][CH2:13]1. Given the reactants CC([N:5]([CH2:9][C@@H:10]([NH:18][C:19]([C:21]1[S:22][CH:23]=[C:24]([C:26]2[N:30]([CH3:31])[N:29]=[N:28][CH:27]=2)[CH:25]=1)=[O:20])[CH2:11][C:12]1[CH:17]=[CH:16][CH:15]=[CH:14][CH:13]=1)C(=O)[O-])(C)C.C1C(=O)N([Cl:39])C(=O)C1, predict the reaction product. (2) The product is: [CH3:1][C:2]1[N:3]([CH2:22][C:23]2[CH:28]=[CH:27][CH:26]=[C:25]([C:29]([F:30])([F:31])[F:32])[C:24]=2[CH3:33])[C:4]2[CH:10]=[C:9]([N:11]3[CH2:12][CH2:13][O:14][CH2:15][CH2:16]3)[CH:8]=[C:7]([C:17]([O:19][CH3:20])=[O:18])[C:5]=2[N:6]=1. Given the reactants [CH3:1][C:2]1[NH:6][C:5]2[C:7]([C:17]([O:19][CH3:20])=[O:18])=[CH:8][C:9]([N:11]3[CH2:16][CH2:15][O:14][CH2:13][CH2:12]3)=[CH:10][C:4]=2[N:3]=1.Br[CH2:22][C:23]1[CH:28]=[CH:27][CH:26]=[C:25]([C:29]([F:32])([F:31])[F:30])[C:24]=1[CH3:33].C([O-])([O-])=O.[K+].[K+].O, predict the reaction product. (3) Given the reactants [CH3:1][C:2]1[NH:3][C:4](=O)[C:5]2[CH:10]=[C:9]([CH3:11])[O:8][C:6]=2[N:7]=1.O=P(Cl)(Cl)[Cl:15], predict the reaction product. The product is: [Cl:15][C:4]1[C:5]2[CH:10]=[C:9]([CH3:11])[O:8][C:6]=2[N:7]=[C:2]([CH3:1])[N:3]=1.